Dataset: Full USPTO retrosynthesis dataset with 1.9M reactions from patents (1976-2016). Task: Predict the reactants needed to synthesize the given product. (1) Given the product [NH2:46][C@H:47]([CH2:59][C:60]1[CH:65]=[CH:64][C:63]([Cl:66])=[CH:62][C:61]=1[Cl:67])[C:48]([N:8]1[CH2:7][C:3]2[C:2](=[N:1][CH:6]=[CH:5][CH:4]=2)[CH2:9]1)=[O:49], predict the reactants needed to synthesize it. The reactants are: [N:1]1[CH:6]=[CH:5][CH:4]=[C:3]2[C:7](=O)[NH:8][C:9](=O)[C:2]=12.BrC1C=C2C(=CC=1)CNC2.CN(C(ON1N=NC2C=CC=NC1=2)=[N+](C)C)C.F[P-](F)(F)(F)(F)F.[NH2:46][C@H:47]([CH2:59][C:60]1[CH:65]=[CH:64][C:63]([Cl:66])=[CH:62][C:61]=1[Cl:67])[C:48](N1CC2C=NC=NC=2C1)=[O:49]. (2) Given the product [F:1][C:2]1[CH:11]=[C:10]2[C:5]([CH2:6][CH2:7][C:8](=[O:13])[N:9]2[CH3:12])=[CH:4][C:3]=1[C:24]1[CH:25]=[C:26]([CH2:30][NH:31][C:32](=[O:35])[CH2:33][CH3:34])[CH:27]=[N:28][CH:29]=1, predict the reactants needed to synthesize it. The reactants are: [F:1][C:2]1[CH:11]=[C:10]2[C:5]([CH2:6][CH2:7][C:8](=[O:13])[N:9]2[CH3:12])=[CH:4][C:3]=1B1OC(C)(C)C(C)(C)O1.Br[C:24]1[CH:25]=[C:26]([CH2:30][NH:31][C:32](=[O:35])[CH2:33][CH3:34])[CH:27]=[N:28][CH:29]=1.C([O-])([O-])=O.[Na+].[Na+].C([O-])(O)=O.[Na+]. (3) The reactants are: [Br:1][C:2]1[CH:7]=[CH:6][C:5]([C:8]#[CH:9])=[CH:4][CH:3]=1.I[C:11]1[NH:15][C:14]([C@@H:16]2[CH2:20][C@H:19]([CH3:21])[CH2:18][N:17]2[C:22]([O:24][C:25]([CH3:28])([CH3:27])[CH3:26])=[O:23])=[N:13][CH:12]=1.C(N(CC)CC)C.N#N. Given the product [Br:1][C:2]1[CH:7]=[CH:6][C:5]([C:8]#[C:9][C:11]2[NH:15][C:14]([C@@H:16]3[CH2:20][C@H:19]([CH3:21])[CH2:18][N:17]3[C:22]([O:24][C:25]([CH3:26])([CH3:28])[CH3:27])=[O:23])=[N:13][CH:12]=2)=[CH:4][CH:3]=1, predict the reactants needed to synthesize it. (4) Given the product [O:14]=[C:5]1[N:4]([CH2:3][CH:2]=[O:1])[C:9]2[CH:10]=[CH:11][CH:12]=[CH:13][C:8]=2[O:7][CH2:6]1, predict the reactants needed to synthesize it. The reactants are: [OH:1][CH:2](CO)[CH2:3][N:4]1[C:9]2[CH:10]=[CH:11][CH:12]=[CH:13][C:8]=2[O:7][CH2:6][C:5]1=[O:14].O. (5) Given the product [CH:12]1([NH:15][CH2:9][CH2:8][C:5]2[CH:6]=[CH:7][C:2]([F:1])=[CH:3][CH:4]=2)[CH2:14][CH2:13]1, predict the reactants needed to synthesize it. The reactants are: [F:1][C:2]1[CH:7]=[CH:6][C:5]([CH2:8][C:9](O)=O)=[CH:4][CH:3]=1.[CH:12]1([NH2:15])[CH2:14][CH2:13]1. (6) Given the product [Cl:1][C:2]1[S:6][C:5]([C:7]([NH:9][C@@H:10]([CH2:20][C:21]2[CH:26]=[CH:25][CH:24]=[CH:23][C:22]=2[C:27]([F:30])([F:28])[F:29])[CH2:11][NH:12][C:13](=[O:19])[O:14][C:15]([CH3:16])([CH3:18])[CH3:17])=[O:8])=[CH:4][C:3]=1[C:31]1[N:35]([CH3:36])[N:34]=[CH:33][C:32]=1[Cl:37], predict the reactants needed to synthesize it. The reactants are: [Cl:1][C:2]1[S:6][C:5]([C:7]([NH:9][C@@H:10]([CH2:20][C:21]2[CH:26]=[CH:25][CH:24]=[CH:23][C:22]=2[C:27]([F:30])([F:29])[F:28])[CH2:11][NH:12][C:13](=[O:19])[O:14][C:15]([CH3:18])([CH3:17])[CH3:16])=[O:8])=[CH:4][C:3]=1[C:31]1[N:35]([CH3:36])[N:34]=[CH:33][CH:32]=1.[Cl:37]N1C(=O)CCC1=O. (7) Given the product [Cl:26][C:18]1[C:17]2[C:22](=[C:13]([N+:10]([O-:12])=[O:11])[CH:14]=[CH:15][CH:16]=2)[N:21]=[CH:20][N:19]=1, predict the reactants needed to synthesize it. The reactants are: CN(C)C1C=CC=CC=1.[N+:10]([C:13]1[CH:14]=[CH:15][CH:16]=[C:17]2[C:22]=1[N:21]=[CH:20][NH:19][C:18]2=O)([O-:12])=[O:11].O=P(Cl)(Cl)[Cl:26].